This data is from Full USPTO retrosynthesis dataset with 1.9M reactions from patents (1976-2016). The task is: Predict the reactants needed to synthesize the given product. Given the product [Cl:1][N:2]1[N:7]=[C:6]([NH:41][C:42]2[C:51]([S:52]([OH:55])(=[O:54])=[O:53])=[CH:50][C:49]3[C:44](=[C:45]([S:60]([OH:63])(=[O:62])=[O:61])[CH:46]=[C:47]([S:56]([OH:59])(=[O:57])=[O:58])[CH:48]=3)[CH:43]=2)[CH:5]=[C:4]([NH:9][C:10]2[CH:15]=[CH:14][CH:13]([CH:16]=[CH:17][C:18]3[CH:23]=[CH:22][C:21]([NH:24][C:25]4[NH:30][N:29]([Cl:31])[N:28]=[C:27]([NH:41][C:42]5[C:51]([S:52]([OH:55])(=[O:54])=[O:53])=[CH:50][C:49]6[C:44](=[C:45]([S:60]([OH:63])(=[O:62])=[O:61])[CH:46]=[C:47]([S:56]([OH:59])(=[O:57])=[O:58])[CH:48]=6)[CH:43]=5)[CH:26]=4)=[CH:20][CH:19]=3)[C:12]([S:56]([OH:59])(=[O:58])=[O:57])([S:52]([OH:55])(=[O:54])=[O:53])[CH:11]=2)[NH:3]1, predict the reactants needed to synthesize it. The reactants are: [Cl:1][N:2]1[N:7]=[C:6](Cl)[CH:5]=[C:4]([NH:9][C:10]2[CH:11]=[C:12](S(O)(=O)=O)[C:13]([CH:16]=[CH:17][C:18]3[C:19](S(O)(=O)=O)=[CH:20][C:21]([NH:24][C:25]4[NH:30][N:29]([Cl:31])[N:28]=[C:27](Cl)[CH:26]=4)=[CH:22][CH:23]=3)=[CH:14][CH:15]=2)[NH:3]1.[NH2:41][C:42]1[C:51]([S:52]([OH:55])(=[O:54])=[O:53])=[CH:50][C:49]2[C:44](=[C:45]([S:60]([OH:63])(=[O:62])=[O:61])[CH:46]=[C:47]([S:56]([OH:59])(=[O:58])=[O:57])[CH:48]=2)[CH:43]=1.